Dataset: Peptide-MHC class I binding affinity with 185,985 pairs from IEDB/IMGT. Task: Regression. Given a peptide amino acid sequence and an MHC pseudo amino acid sequence, predict their binding affinity value. This is MHC class I binding data. The peptide sequence is RTMSYKLAIDM. The MHC is Mamu-B01 with pseudo-sequence Mamu-B01. The binding affinity (normalized) is 0.